Dataset: Peptide-MHC class I binding affinity with 185,985 pairs from IEDB/IMGT. Task: Regression. Given a peptide amino acid sequence and an MHC pseudo amino acid sequence, predict their binding affinity value. This is MHC class I binding data. (1) The peptide sequence is YVVIAILTVV. The MHC is HLA-A02:06 with pseudo-sequence HLA-A02:06. The binding affinity (normalized) is 0.760. (2) The peptide sequence is KTTFKPNTW. The MHC is HLA-B07:02 with pseudo-sequence HLA-B07:02. The binding affinity (normalized) is 0.0847. (3) The peptide sequence is LSSQMTSTF. The MHC is HLA-A02:01 with pseudo-sequence HLA-A02:01. The binding affinity (normalized) is 0. (4) The peptide sequence is REGGGAVRL. The MHC is HLA-B40:01 with pseudo-sequence HLA-B40:01. The binding affinity (normalized) is 1.00.